Dataset: Catalyst prediction with 721,799 reactions and 888 catalyst types from USPTO. Task: Predict which catalyst facilitates the given reaction. (1) Product: [CH2:18]([O:8][C:5]1[C:4]([I:15])=[N:3][C:2]([Cl:1])=[CH:7][CH:6]=1)[C:19]1[CH:24]=[CH:23][CH:22]=[CH:21][CH:20]=1. The catalyst class is: 21. Reactant: [Cl:1][C:2]1[CH:7]=[CH:6][C:5]([OH:8])=[CH:4][N:3]=1.C(=O)([O-])[O-].[Na+].[Na+].[I:15]I.Cl.[CH2:18](Br)[C:19]1[CH:24]=[CH:23][CH:22]=[CH:21][CH:20]=1.C(=O)([O-])[O-].[K+].[K+]. (2) Reactant: [CH:1]([C:3]1[CH:12]=[CH:11][C:6]([C:7]([O:9][CH3:10])=[O:8])=[CH:5][CH:4]=1)=[O:2].[I-].[K+].Br[CH2:16][CH:17]=[CH2:18].[Cl-].[NH4+]. Product: [OH:2][CH:1]([C:3]1[CH:12]=[CH:11][C:6]([C:7]([O:9][CH3:10])=[O:8])=[CH:5][CH:4]=1)[CH2:18][CH:17]=[CH2:16]. The catalyst class is: 6.